This data is from Acute oral toxicity (LD50) regression data from Zhu et al.. The task is: Regression/Classification. Given a drug SMILES string, predict its toxicity properties. Task type varies by dataset: regression for continuous values (e.g., LD50, hERG inhibition percentage) or binary classification for toxic/non-toxic outcomes (e.g., AMES mutagenicity, cardiotoxicity, hepatotoxicity). Dataset: ld50_zhu. (1) The compound is CC1(C)C(=O)N(Cl)C(=O)N1Br. The rat oral LD50 is 2.24, given as -log10 of the dose in mol/kg body weight (higher means more acutely toxic). (2) The rat oral LD50 is 3.33, given as -log10 of the dose in mol/kg body weight (higher means more acutely toxic). The drug is O=[N+]([O-])OCC(CO[N+](=O)[O-])O[N+](=O)[O-]. (3) The rat oral LD50 is 2.37, given as -log10 of the dose in mol/kg body weight (higher means more acutely toxic). The molecule is ClC=C(Cl)CCl. (4) The rat oral LD50 is 3.16, given as -log10 of the dose in mol/kg body weight (higher means more acutely toxic). The drug is ClC1=C(Cl)C2C(C1)C1(Cl)C(Cl)=C(Cl)C2(Cl)C1(Cl)Cl. (5) The compound is Cc1ncc(CO)c(CO)c1O. The rat oral LD50 is 1.63, given as -log10 of the dose in mol/kg body weight (higher means more acutely toxic). (6) The drug is CCC(CC)COCCC#N. The rat oral LD50 is 1.80, given as -log10 of the dose in mol/kg body weight (higher means more acutely toxic). (7) The drug is CCN(CC)N=Nc1cccnc1. The rat oral LD50 is 2.93, given as -log10 of the dose in mol/kg body weight (higher means more acutely toxic). (8) The drug is C=CCOC(=O)c1ccccc1C(=O)OCC=C. The rat oral LD50 is 2.50, given as -log10 of the dose in mol/kg body weight (higher means more acutely toxic). (9) The molecule is CN1CCCN(C(c2ccccc2)c2ccc(Cl)cc2)CC1. The rat oral LD50 is 2.81, given as -log10 of the dose in mol/kg body weight (higher means more acutely toxic). (10) The drug is CC(C)(OO)c1ccccc1. The rat oral LD50 is 2.60, given as -log10 of the dose in mol/kg body weight (higher means more acutely toxic).